From a dataset of Forward reaction prediction with 1.9M reactions from USPTO patents (1976-2016). Predict the product of the given reaction. (1) Given the reactants [C:1]([C:5]1[CH:6]=[C:7]2[C:11](=[CH:12][CH:13]=1)[CH:10]([NH2:14])[CH2:9][CH2:8]2)([CH3:4])([CH3:3])[CH3:2].C(N[C@@H](C(O)=O)CC(C)C)(=O)C, predict the reaction product. The product is: [C:1]([C:5]1[CH:6]=[C:7]2[C:11](=[CH:12][CH:13]=1)[C@H:10]([NH2:14])[CH2:9][CH2:8]2)([CH3:4])([CH3:2])[CH3:3]. (2) Given the reactants [C:1]([N:8]1[CH2:13][CH2:12][CH:11]([O:14][C:15]2[CH:20]=[CH:19][CH:18]=[CH:17][C:16]=2Br)[CH2:10][CH2:9]1)([O:3][C:4]([CH3:7])([CH3:6])[CH3:5])=[O:2].[NH:22]1[CH2:27][CH2:26][NH:25][CH2:24][CH2:23]1.C1C=CC(P(C2C(C3C(P(C4C=CC=CC=4)C4C=CC=CC=4)=CC=C4C=3C=CC=C4)=C3C(C=CC=C3)=CC=2)C2C=CC=CC=2)=CC=1.CC([O-])(C)C.[Na+], predict the reaction product. The product is: [C:1]([N:8]1[CH2:13][CH2:12][CH:11]([O:14][C:15]2[CH:20]=[CH:19][CH:18]=[CH:17][C:16]=2[N:22]2[CH2:27][CH2:26][NH:25][CH2:24][CH2:23]2)[CH2:10][CH2:9]1)([O:3][C:4]([CH3:7])([CH3:6])[CH3:5])=[O:2]. (3) Given the reactants Br[C:2]1[C:3]([N:11]2[CH2:16][CH2:15][N:14]([C:17](=[O:38])[C@@H:18]([C:31]3[CH:36]=[CH:35][C:34]([Cl:37])=[CH:33][CH:32]=3)[CH2:19][N:20]([CH:28]([CH3:30])[CH3:29])[C:21](=[O:27])[O:22][C:23]([CH3:26])([CH3:25])[CH3:24])[CH2:13][CH2:12]2)=[C:4]2[CH:10]=[CH:9][NH:8][C:5]2=[N:6][CH:7]=1.[CH3:39][O:40][C:41]1[CH:42]=[C:43](B(O)O)[CH:44]=[CH:45][C:46]=1[O:47][CH3:48].C([O-])([O-])=O.[K+].[K+], predict the reaction product. The product is: [Cl:37][C:34]1[CH:33]=[CH:32][C:31]([C@H:18]([C:17]([N:14]2[CH2:13][CH2:12][N:11]([C:3]3[C:2]([C:44]4[CH:43]=[CH:42][C:41]([O:40][CH3:39])=[C:46]([O:47][CH3:48])[CH:45]=4)=[CH:7][N:6]=[C:5]4[NH:8][CH:9]=[CH:10][C:4]=34)[CH2:16][CH2:15]2)=[O:38])[CH2:19][N:20]([CH:28]([CH3:29])[CH3:30])[C:21](=[O:27])[O:22][C:23]([CH3:24])([CH3:25])[CH3:26])=[CH:36][CH:35]=1. (4) Given the reactants CS(O[CH2:6][C@H:7]1[CH2:12][N:11]([CH2:13][C:14]2[CH:19]=[CH:18][CH:17]=[CH:16][CH:15]=2)[CH2:10][CH2:9][N:8]1[CH2:20][C:21]1[CH:26]=[CH:25][CH:24]=[CH:23][CH:22]=1)(=O)=O.[CH3:27][C:28]1([CH3:35])[NH:33][CH2:32][CH2:31][NH:30][C:29]1=[O:34].C(=O)([O-])[O-].[K+].[K+].[NH4+].[Cl-].O, predict the reaction product. The product is: [CH2:20]([N:8]1[CH2:9][CH2:10][N:11]([CH2:13][C:14]2[CH:19]=[CH:18][CH:17]=[CH:16][CH:15]=2)[CH2:12][C@@H:7]1[CH2:6][N:33]1[CH2:32][CH2:31][NH:30][C:29](=[O:34])[C:28]1([CH3:35])[CH3:27])[C:21]1[CH:22]=[CH:23][CH:24]=[CH:25][CH:26]=1. (5) Given the reactants [Cl:1][C:2]1[CH:7]=[CH:6][CH:5]=[C:4]([F:8])[C:3]=1[C:9]1[NH:13][C:12](=[O:14])[N:11]([C:15]2[CH:24]=[CH:23][C:18]([C:19](OC)=[O:20])=[CH:17][CH:16]=2)[N:10]=1.[F:25][C:26]([F:35])([F:34])[C:27]1[CH:28]=[C:29]([CH:31]=[CH:32][CH:33]=1)[NH2:30].C[Al](C)C, predict the reaction product. The product is: [Cl:1][C:2]1[CH:7]=[CH:6][CH:5]=[C:4]([F:8])[C:3]=1[C:9]1[NH:13][C:12](=[O:14])[N:11]([C:15]2[CH:16]=[CH:17][C:18]([C:19]([NH:30][C:29]3[CH:31]=[CH:32][CH:33]=[C:27]([C:26]([F:25])([F:34])[F:35])[CH:28]=3)=[O:20])=[CH:23][CH:24]=2)[N:10]=1.